Dataset: Reaction yield outcomes from USPTO patents with 853,638 reactions. Task: Predict the reaction yield, written as a fraction of the theoretical maximum amount of product (1.0 means a 100% yield; for example, 0.34 means a 34% yield). (1) The catalyst is C(#N)C. The yield is 0.560. The product is [Br:9][C:10]1[CH:15]=[CH:14][C:13]([NH:16][C:4](=[O:5])[CH2:3][C:2]([CH3:8])([CH3:7])[CH3:1])=[C:12]([CH3:17])[CH:11]=1. The reactants are [CH3:1][C:2]([CH3:8])([CH3:7])[CH2:3][C:4](Cl)=[O:5].[Br:9][C:10]1[CH:15]=[CH:14][C:13]([NH2:16])=[C:12]([CH3:17])[CH:11]=1.O. (2) The reactants are Br[C:2]1[CH:3]=[C:4]([N:8]2[CH:12]=[C:11]([CH2:13][OH:14])[N:10]=[CH:9]2)[CH:5]=[CH:6][CH:7]=1.[CH:15]([Sn](CCCC)(CCCC)CCCC)=[CH2:16]. The catalyst is CN(C=O)C.Cl[Pd](Cl)([P](C1C=CC=CC=1)(C1C=CC=CC=1)C1C=CC=CC=1)[P](C1C=CC=CC=1)(C1C=CC=CC=1)C1C=CC=CC=1. The product is [CH:15]([C:2]1[CH:3]=[C:4]([N:8]2[CH:12]=[C:11]([CH2:13][OH:14])[N:10]=[CH:9]2)[CH:5]=[CH:6][CH:7]=1)=[CH2:16]. The yield is 0.510. (3) The reactants are [CH:1]1([OH:6])[CH2:5][CH2:4][CH2:3][CH2:2]1.[H-].[Na+].[Cl:9][C:10]1[C:11]2[CH2:22][CH2:21][CH2:20][C:12]=2[N:13]=[C:14](S(C)(=O)=O)[N:15]=1. The catalyst is C1COCC1.O. The product is [Cl:9][C:10]1[C:11]2[CH2:22][CH2:21][CH2:20][C:12]=2[N:13]=[C:14]([O:6][CH:1]2[CH2:5][CH2:4][CH2:3][CH2:2]2)[N:15]=1. The yield is 0.520. (4) The reactants are CS(C)=O.C(Cl)(=O)C(Cl)=O.[C:11]([O:15][C:16]([N:18]1[CH2:23][CH2:22][CH2:21][CH2:20][CH:19]1[CH2:24][OH:25])=[O:17])([CH3:14])([CH3:13])[CH3:12].CCN(CC)CC. The catalyst is C(Cl)Cl.O. The product is [C:11]([O:15][C:16]([N:18]1[CH2:23][CH2:22][CH2:21][CH2:20][CH:19]1[CH:24]=[O:25])=[O:17])([CH3:14])([CH3:13])[CH3:12]. The yield is 0.730. (5) The reactants are [C:1]([C:3]1[C:4]([NH:24][C:25]([C:27]2[S:28][CH:29]=[CH:30][CH:31]=2)=[O:26])=[N:5][C:6]([C:17]2[CH:22]=[CH:21][CH:20]=[CH:19][C:18]=2[OH:23])=[CH:7][C:8]=1[C:9]1[CH:14]=[CH:13][CH:12]=[C:11]([NH:15][CH3:16])[CH:10]=1)#[N:2].[C:32]([NH:39][CH2:40][C:41]([OH:43])=O)([O:34][C:35]([CH3:38])([CH3:37])[CH3:36])=[O:33]. No catalyst specified. The product is [C:35]([O:34][C:32](=[O:33])[NH:39][CH2:40][C:41]([N:15]([C:11]1[CH:12]=[CH:13][CH:14]=[C:9]([C:8]2[CH:7]=[C:6]([C:17]3[CH:22]=[CH:21][CH:20]=[CH:19][C:18]=3[OH:23])[N:5]=[C:4]([NH:24][C:25]([C:27]3[S:28][CH:29]=[CH:30][CH:31]=3)=[O:26])[C:3]=2[C:1]#[N:2])[CH:10]=1)[CH3:16])=[O:43])([CH3:36])([CH3:37])[CH3:38]. The yield is 0.270. (6) The reactants are Br[C:2]1[CH:9]=[CH:8][C:5]([CH:6]=[O:7])=[CH:4][N:3]=1.CCN(CC)CC.C1C=CC(P(C2C=CC=CC=2)C2C=CC=CC=2)=CC=1.[CH2:36]([C:40]1[CH:45]=[CH:44][C:43]([C:46]#[CH:47])=[CH:42][CH:41]=1)[CH2:37][CH2:38][CH3:39].Cl. The catalyst is [Cu]I.CC([O-])=O.CC([O-])=O.[Pd+2].C1COCC1. The product is [CH2:36]([C:40]1[CH:41]=[CH:42][C:43]([C:46]#[C:47][C:2]2[CH:9]=[CH:8][C:5]([CH:6]=[O:7])=[CH:4][N:3]=2)=[CH:44][CH:45]=1)[CH2:37][CH2:38][CH3:39]. The yield is 0.340. (7) The reactants are [Br:1][CH2:2][CH2:3][N:4]([CH2:22][CH2:23][Br:24])[C:5]1[C:6]([S:18]([CH3:21])(=[O:20])=[O:19])=[CH:7][C:8]([N+:15]([O-:17])=[O:16])=[C:9]([CH:14]=1)[C:10]([O:12]C)=[O:11].[OH-].[K+].Br. The catalyst is O1CCOCC1.CO. The product is [Br:1][CH2:2][CH2:3][N:4]([CH2:22][CH2:23][Br:24])[C:5]1[C:6]([S:18]([CH3:21])(=[O:20])=[O:19])=[CH:7][C:8]([N+:15]([O-:17])=[O:16])=[C:9]([CH:14]=1)[C:10]([OH:12])=[O:11]. The yield is 0.720.